From a dataset of Forward reaction prediction with 1.9M reactions from USPTO patents (1976-2016). Predict the product of the given reaction. (1) Given the reactants [NH2:1][CH:2]([CH2:21][C:22]1[CH:27]=[CH:26][C:25]([O:28][C:29]([CH3:32])([CH3:31])[CH3:30])=[CH:24][CH:23]=1)[C:3]([N:5]([CH2:14][C:15]1[CH:20]=[CH:19][CH:18]=[CH:17][CH:16]=1)[CH2:6][CH:7]([O:11][CH2:12][CH3:13])[O:8][CH2:9][CH3:10])=[O:4].[CH2:33]([NH:40][C:41](=[O:49])[NH:42][C@H:43]([CH3:48])[CH2:44][C:45](O)=[O:46])[C:34]1[CH:39]=[CH:38][CH:37]=[CH:36][CH:35]=1.CCN=C=NCCCN(C)C.C1C=CC2N(O)N=NC=2C=1.CCN(C(C)C)C(C)C, predict the reaction product. The product is: [CH2:14]([N:5]([CH2:6][CH:7]([O:11][CH2:12][CH3:13])[O:8][CH2:9][CH3:10])[C:3]([CH:2]([NH:1][C:45](=[O:46])[CH2:44][CH:43]([NH:42][C:41]([NH:40][CH2:33][C:34]1[CH:39]=[CH:38][CH:37]=[CH:36][CH:35]=1)=[O:49])[CH3:48])[CH2:21][C:22]1[CH:23]=[CH:24][C:25]([O:28][C:29]([CH3:30])([CH3:32])[CH3:31])=[CH:26][CH:27]=1)=[O:4])[C:15]1[CH:16]=[CH:17][CH:18]=[CH:19][CH:20]=1. (2) Given the reactants [Li]CCCC.[CH3:6][N:7]1[CH:11]=[CH:10][N:9]=[N:8]1.[Cl:12][C:13]1[C:22]2[C:17](=[CH:18][CH:19]=[C:20]([C:23]([C:25]3[N:29]([CH3:30])[C:28]([CH3:31])=[N:27][CH:26]=3)=[O:24])[CH:21]=2)[N:16]=[C:15]([O:32][CH3:33])[C:14]=1[O:34][CH:35]([CH3:37])[CH3:36], predict the reaction product. The product is: [Cl:12][C:13]1[C:22]2[C:17](=[CH:18][CH:19]=[C:20]([C:23]([C:25]3[N:29]([CH3:30])[C:28]([CH3:31])=[N:27][CH:26]=3)([C:11]3[N:7]([CH3:6])[N:8]=[N:9][CH:10]=3)[OH:24])[CH:21]=2)[N:16]=[C:15]([O:32][CH3:33])[C:14]=1[O:34][CH:35]([CH3:37])[CH3:36].